Dataset: CYP1A2 inhibition data for predicting drug metabolism from PubChem BioAssay. Task: Regression/Classification. Given a drug SMILES string, predict its absorption, distribution, metabolism, or excretion properties. Task type varies by dataset: regression for continuous measurements (e.g., permeability, clearance, half-life) or binary classification for categorical outcomes (e.g., BBB penetration, CYP inhibition). Dataset: cyp1a2_veith. (1) The molecule is O=C(C[C@@H](C(=O)O)N1CCOCC1)c1ccccc1. The result is 0 (non-inhibitor). (2) The drug is Cc1ccc(S(=O)(=O)CCc2nnc(NC(=O)COc3cccc(C)c3)s2)cc1. The result is 0 (non-inhibitor). (3) The drug is CN(Cc1ccco1)c1ncncc1-c1ccc2c(c1)OCO2. The result is 1 (inhibitor). (4) The compound is CCOC(=O)CCN1C(=O)[C@H]2CC[C@@H]3/C(=N\NC(=O)OCc4ccc(OC)cc4)C[C@@H](O)[C@@H](O)[C@@H]3[C@@H]2C1=O. The result is 0 (non-inhibitor). (5) The compound is Cc1ccc(N=Nc2c(N)n(-c3ccccc3)[nH]c2=O)cc1. The result is 1 (inhibitor). (6) The compound is COc1ccccc1-c1c(C(F)(F)F)oc2cc(OC(=O)c3cccc([N+](=O)[O-])c3C)ccc2c1=O. The result is 0 (non-inhibitor). (7) The molecule is CCOC(=O)C1=C(C)NC2(O)c3ccccc3C(=O)C12O. The result is 1 (inhibitor). (8) The molecule is Cc1ccc(NC(=O)/C(=C\c2ccc([N+](=O)[O-])cc2)NC(=O)c2ccccc2)cc1. The result is 0 (non-inhibitor). (9) The molecule is COc1ccc(Cn2nnnc2C(c2ccccc2Cl)N2CCC(C(N)=O)CC2)cc1. The result is 0 (non-inhibitor). (10) The molecule is CCNC(=O)[C@@H]1O[C@@H](n2cnc3c(N)ncnc32)[C@@H](O)[C@H]1O. The result is 0 (non-inhibitor).